The task is: Predict which catalyst facilitates the given reaction.. This data is from Catalyst prediction with 721,799 reactions and 888 catalyst types from USPTO. (1) Reactant: [OH:1][C:2]1[CH:13]=[CH:12][C:5]2[S:6][CH:7]=[C:8]([C:9]([OH:11])=[O:10])[C:4]=2[CH:3]=1.O.[C:15](OC(=O)C)(=[O:17])[CH3:16]. Product: [C:15]([O:1][C:2]1[CH:13]=[CH:12][C:5]2[S:6][CH:7]=[C:8]([C:9]([OH:11])=[O:10])[C:4]=2[CH:3]=1)(=[O:17])[CH3:16]. The catalyst class is: 17. (2) Reactant: [Cl:1]N1C(=O)CCC1=O.[Cl:9][C:10]1[CH:11]=[C:12]2[C:16](=[CH:17][CH:18]=1)[NH:15][C:14]([S:19][CH2:20][CH2:21][C:22]([O:24][C:25]([CH3:28])([CH3:27])[CH3:26])=[O:23])=[CH:13]2.O. Product: [Cl:1][C:13]1[C:12]2[C:16](=[CH:17][CH:18]=[C:10]([Cl:9])[CH:11]=2)[NH:15][C:14]=1[S:19][CH2:20][CH2:21][C:22]([O:24][C:25]([CH3:28])([CH3:27])[CH3:26])=[O:23]. The catalyst class is: 13. (3) Reactant: [C:1]1([N:7]2[CH:11]=[CH:10][CH:9]=[N:8]2)[CH:6]=[CH:5][CH:4]=[CH:3][CH:2]=1.C([Li])CCC.[B:17](OC(C)C)([O:22]C(C)C)[O:18]C(C)C.C(O)(=O)C. The catalyst class is: 7. Product: [C:1]1([N:7]2[C:11]([B:17]([OH:22])[OH:18])=[CH:10][CH:9]=[N:8]2)[CH:2]=[CH:3][CH:4]=[CH:5][CH:6]=1. (4) Reactant: O[CH:2]1[C:8]2[CH:9]=[CH:10][C:11]([N:13]3[CH2:17][C@H:16]([CH2:18][NH:19][C:20](=[O:22])[CH3:21])[O:15][C:14]3=[O:23])=[CH:12][C:7]=2[CH2:6][CH2:5][CH2:4][CH2:3]1.C1(C)C=CC(S(O)(=O)=O)=CC=1.O. Product: [CH:12]1[C:7]2[CH2:6][CH2:5][CH2:4][CH:3]=[CH:2][C:8]=2[CH:9]=[CH:10][C:11]=1[N:13]1[CH2:17][C@H:16]([CH2:18][NH:19][C:20](=[O:22])[CH3:21])[O:15][C:14]1=[O:23]. The catalyst class is: 588.